This data is from Full USPTO retrosynthesis dataset with 1.9M reactions from patents (1976-2016). The task is: Predict the reactants needed to synthesize the given product. (1) Given the product [CH2:30]([Sn:25]([CH2:21][CH2:22][CH2:23][CH3:24])([CH2:26][CH2:27][CH2:28][CH3:29])[C:2]1[N:3]=[CH:4][N:5]([C:7]2[CH:12]=[C:11]([F:13])[CH:10]=[C:9]([F:14])[C:8]=2[F:15])[CH:6]=1)[CH2:31][CH2:32][CH3:33], predict the reactants needed to synthesize it. The reactants are: I[C:2]1[N:3]=[CH:4][N:5]([C:7]2[CH:12]=[C:11]([F:13])[CH:10]=[C:9]([F:14])[C:8]=2[F:15])[CH:6]=1.C([Mg]Cl)(C)C.[CH2:21]([Sn:25](Cl)([CH2:30][CH2:31][CH2:32][CH3:33])[CH2:26][CH2:27][CH2:28][CH3:29])[CH2:22][CH2:23][CH3:24].[NH4+].[Cl-]. (2) Given the product [Cl:1][C:2]1[CH:10]=[C:6]([C:7]([NH:29][C@H:30]([C:32]2[CH:41]=[CH:40][C:35]([C:36]([O:38][CH3:39])=[O:37])=[CH:34][CH:33]=2)[CH3:31])=[O:9])[C:5]([O:11][CH2:12][CH2:13][C:14]2[CH:19]=[CH:18][C:17]([Cl:20])=[CH:16][CH:15]=2)=[N:4][CH:3]=1, predict the reactants needed to synthesize it. The reactants are: [Cl:1][C:2]1[CH:3]=[N:4][C:5]([O:11][CH2:12][CH2:13][C:14]2[CH:19]=[CH:18][C:17]([Cl:20])=[CH:16][CH:15]=2)=[C:6]([CH:10]=1)[C:7]([OH:9])=O.ClC1C=CC(COC2C=CC(F)=CC=2F)=C(C=1)C([NH:29][C@H:30]([C:32]1[CH:41]=[CH:40][C:35]([C:36]([O:38][CH3:39])=[O:37])=[CH:34][CH:33]=1)[CH3:31])=O. (3) Given the product [NH2:3][C@@H:12]1[CH2:16][O:15][CH2:14][C@@H:13]1[NH:17][C:18](=[O:24])[O:19][C:20]([CH3:22])([CH3:21])[CH3:23], predict the reactants needed to synthesize it. The reactants are: O=C1C2C(=CC=CC=2)C(=O)[N:3]1[C@@H:12]1[CH2:16][O:15][CH2:14][C@@H:13]1[NH:17][C:18](=[O:24])[O:19][C:20]([CH3:23])([CH3:22])[CH3:21].O.NN. (4) Given the product [F:13][C:8]1[CH:7]=[C:6]([CH2:5][C@H:4]([NH:14][C:15](=[O:21])[O:16][C:17]([CH3:20])([CH3:19])[CH3:18])[C@H:3]2[CH2:2][O:22]2)[CH:11]=[C:10]([F:12])[CH:9]=1, predict the reactants needed to synthesize it. The reactants are: Cl[CH2:2][C@@H:3]([OH:22])[C@@H:4]([NH:14][C:15](=[O:21])[O:16][C:17]([CH3:20])([CH3:19])[CH3:18])[CH2:5][C:6]1[CH:11]=[C:10]([F:12])[CH:9]=[C:8]([F:13])[CH:7]=1.[OH-].[K+].O. (5) Given the product [F:39][C:40]1[CH:45]=[CH:44][C:43]([S:46]([C:2]2[N:7]=[C:6]3[N:8]([CH:11]4[CH2:16][CH2:15][O:14][CH2:13][CH2:12]4)[N:9]=[CH:10][C:5]3=[C:4]([NH:17][C:18]3[CH:22]=[C:21]([CH3:23])[NH:20][N:19]=3)[N:3]=2)(=[O:48])=[O:47])=[CH:42][CH:41]=1, predict the reactants needed to synthesize it. The reactants are: Cl[C:2]1[N:7]=[C:6]2[N:8]([CH:11]3[CH2:16][CH2:15][O:14][CH2:13][CH2:12]3)[N:9]=[CH:10][C:5]2=[C:4]([NH:17][C:18]2[CH:22]=[C:21]([CH3:23])[NH:20][N:19]=2)[N:3]=1.C1OCCOCCOCCOCCOC1.[F:39][C:40]1[CH:45]=[CH:44][C:43]([S:46]([O-:48])=[O:47])=[CH:42][CH:41]=1.[Na+].